This data is from Catalyst prediction with 721,799 reactions and 888 catalyst types from USPTO. The task is: Predict which catalyst facilitates the given reaction. Reactant: [CH2:1]([O:3][C:4](=[O:24])[NH:5][CH:6]1[CH2:12][CH2:11][CH2:10][CH2:9][N:8]2[C:13](=[O:23])[CH:14]=[C:15]([C:17]3[CH:22]=[CH:21][N:20]=[CH:19][N:18]=3)[N:16]=[C:7]12)[CH3:2].[Br:25]N1C(=O)CCC1=O.C(OOC(=O)C1C=CC=CC=1)(=O)C1C=CC=CC=1. Product: [CH2:1]([O:3][C:4](=[O:24])[NH:5][CH:6]1[CH2:12][CH2:11][CH2:10][CH2:9][N:8]2[C:13](=[O:23])[C:14]([Br:25])=[C:15]([C:17]3[CH:22]=[CH:21][N:20]=[CH:19][N:18]=3)[N:16]=[C:7]12)[CH3:2]. The catalyst class is: 9.